This data is from Full USPTO retrosynthesis dataset with 1.9M reactions from patents (1976-2016). The task is: Predict the reactants needed to synthesize the given product. (1) Given the product [C:27]([NH:1][CH2:2][C:3]1[CH:4]=[CH:5][C:6]([NH:9]/[C:10](=[C:17]2\[C:18](=[O:26])[NH:19][C:20]3[C:25]\2=[CH:24][CH:23]=[CH:22][CH:21]=3)/[C:11]2[CH:16]=[CH:15][CH:14]=[CH:13][CH:12]=2)=[CH:7][CH:8]=1)(=[O:29])[CH3:28], predict the reactants needed to synthesize it. The reactants are: [NH2:1][CH2:2][C:3]1[CH:8]=[CH:7][C:6]([NH:9]/[C:10](=[C:17]2\[C:18](=[O:26])[NH:19][C:20]3[C:25]\2=[CH:24][CH:23]=[CH:22][CH:21]=3)/[C:11]2[CH:16]=[CH:15][CH:14]=[CH:13][CH:12]=2)=[CH:5][CH:4]=1.[C:27](OC(=O)C)(=[O:29])[CH3:28]. (2) Given the product [CH2:11]([CH:10]1[O:21][C:6](=[O:5])[CH2:7][C:8](=[O:20])[CH2:9]1)[CH2:12][C:13]1[CH:14]=[CH:15][CH:16]=[CH:17][CH:18]=1, predict the reactants needed to synthesize it. The reactants are: C([O:5][C:6](=[O:21])[CH2:7][C:8](=[O:20])[CH2:9][CH:10](O)[CH2:11][CH2:12][C:13]1[CH:18]=[CH:17][CH:16]=[CH:15][CH:14]=1)(C)(C)C.C(O)(C(F)(F)F)=O.